From a dataset of Forward reaction prediction with 1.9M reactions from USPTO patents (1976-2016). Predict the product of the given reaction. (1) Given the reactants [NH:1]1[CH2:6][CH2:5][CH2:4][C@H:3]([NH:7][C:8]2[CH:9]=[C:10]3[C:14](=[CH:15][CH:16]=2)[NH:13][N:12]=[CH:11]3)[CH2:2]1.[CH3:17][S:18][C:19]1[CH:26]=[CH:25][C:22]([CH:23]=O)=[CH:21][CH:20]=1, predict the reaction product. The product is: [CH3:17][S:18][C:19]1[CH:26]=[CH:25][C:22]([CH2:23][N:1]2[CH2:6][CH2:5][CH2:4][C@H:3]([NH:7][C:8]3[CH:9]=[C:10]4[C:14](=[CH:15][CH:16]=3)[NH:13][N:12]=[CH:11]4)[CH2:2]2)=[CH:21][CH:20]=1. (2) Given the reactants [C:1]([O:5][C:6]([N:8]([CH2:33][C:34]1[CH:43]=[CH:42][C:37]2[O:38][CH2:39][CH2:40][O:41][C:36]=2[CH:35]=1)[CH:9]1[CH2:14][CH2:13][N:12]([CH2:15][CH2:16][N:17]2[C:26]3[C:21](=[C:22]([O:27][CH2:28][C:29](O)=[O:30])[CH:23]=[CH:24][CH:25]=3)[CH:20]=[CH:19][C:18]2=[O:32])[CH2:11][CH2:10]1)=[O:7])([CH3:4])([CH3:3])[CH3:2].Cl.CN.F[P-](F)(F)(F)(F)F.[N:54]1(O[P+](N2CCCC2)(N2CCCC2)N2CCCC2)[C:58]2C=CC=CC=2N=N1.C(N(CC)C(C)C)(C)C, predict the reaction product. The product is: [C:1]([O:5][C:6](=[O:7])[N:8]([CH2:33][C:34]1[CH:43]=[CH:42][C:37]2[O:38][CH2:39][CH2:40][O:41][C:36]=2[CH:35]=1)[CH:9]1[CH2:10][CH2:11][N:12]([CH2:15][CH2:16][N:17]2[C:26]3[C:21](=[C:22]([O:27][CH2:28][C:29]([NH:54][CH3:58])=[O:30])[CH:23]=[CH:24][CH:25]=3)[CH:20]=[CH:19][C:18]2=[O:32])[CH2:13][CH2:14]1)([CH3:3])([CH3:2])[CH3:4]. (3) Given the reactants [CH3:1][N:2]1[CH2:7][CH2:6][C:5](=O)[CH2:4][CH2:3]1.[CH3:9][O:10][C:11]1[CH:16]=[C:15]([O:17][CH3:18])[CH:14]=[C:13]([O:19][CH3:20])[CH:12]=1.Cl, predict the reaction product. The product is: [CH3:1][N:2]1[CH2:7][CH:6]=[C:5]([C:12]2[C:13]([O:19][CH3:20])=[CH:14][C:15]([O:17][CH3:18])=[CH:16][C:11]=2[O:10][CH3:9])[CH2:4][CH2:3]1. (4) Given the reactants C(=O)([O-])[O-].[K+].[K+].C([O:15][C@@H:16]1[CH2:24][C@@H:19]2[O:20][C:21](=[O:23])[CH2:22][C@@H:18]2[C@H:17]1[CH2:25][CH2:26][C:27](=[O:35])[C:28]([F:34])([F:33])[CH2:29][CH2:30][CH2:31][CH3:32])(=O)C1C=CC=CC=1.CC(C)=O.CCCCCC, predict the reaction product. The product is: [F:34][C:28]([C:27]1([OH:35])[O:15][C@@H:16]2[CH2:24][C@@H:19]3[O:20][C:21](=[O:23])[CH2:22][C@@H:18]3[CH:17]2[CH2:25][CH2:26]1)([F:33])[CH2:29][CH2:30][CH2:31][CH3:32]. (5) Given the reactants C(OC([NH:8][CH:9]([CH2:22][C:23]1[CH:28]=[CH:27][CH:26]=[CH:25][CH:24]=1)[CH2:10][O:11][CH2:12][C:13]1[CH:21]=[CH:20][CH:19]=[CH:18][C:14]=1[C:15]([OH:17])=[O:16])=O)(C)(C)C.[ClH:29], predict the reaction product. The product is: [ClH:29].[NH2:8][CH:9]([CH2:22][C:23]1[CH:24]=[CH:25][CH:26]=[CH:27][CH:28]=1)[CH2:10][O:11][CH2:12][C:13]1[CH:21]=[CH:20][CH:19]=[CH:18][C:14]=1[C:15]([OH:17])=[O:16]. (6) The product is: [CH3:21][N:22]1[C:30]2[C:25](=[CH:26][CH:27]=[CH:28][CH:29]=2)[C:24]([C:2]2[N:3]=[C:4]([NH:8][C:9]3[CH:14]=[C:13]([O:15][CH3:16])[C:12]([O:17][CH3:18])=[C:11]([O:19][CH3:20])[CH:10]=3)[N:5]=[CH:6][N:7]=2)=[C:23]1[OH:31]. Given the reactants Cl[C:2]1[N:7]=[CH:6][N:5]=[C:4]([NH:8][C:9]2[CH:14]=[C:13]([O:15][CH3:16])[C:12]([O:17][CH3:18])=[C:11]([O:19][CH3:20])[CH:10]=2)[N:3]=1.[CH3:21][N:22]1[C:30]2[C:25](=[CH:26][CH:27]=[CH:28][CH:29]=2)[CH2:24][C:23]1=[O:31], predict the reaction product. (7) Given the reactants [F:1][C:2]1[CH:3]=[CH:4][C:5]2[N:9]=[C:8]([CH:10]3[CH2:15][CH2:14][O:13][CH2:12][CH2:11]3)[N:7]([C:16]3[C:24]4[O:23][CH2:22][C@@H:21]([N:25](C(=O)C(F)(F)F)[C:26]5[CH:39]=[CH:38][C:29]6[C@H:30]([CH2:33][C:34]([O:36]C)=[O:35])[CH2:31][O:32][C:28]=6[CH:27]=5)[C:20]=4[CH:19]=[CH:18][CH:17]=3)[C:6]=2[CH:46]=1.[OH-].[Na+].Cl, predict the reaction product. The product is: [F:1][C:2]1[CH:3]=[CH:4][C:5]2[N:9]=[C:8]([CH:10]3[CH2:15][CH2:14][O:13][CH2:12][CH2:11]3)[N:7]([C:16]3[C:24]4[O:23][CH2:22][C@@H:21]([NH:25][C:26]5[CH:39]=[CH:38][C:29]6[C@H:30]([CH2:33][C:34]([OH:36])=[O:35])[CH2:31][O:32][C:28]=6[CH:27]=5)[C:20]=4[CH:19]=[CH:18][CH:17]=3)[C:6]=2[CH:46]=1. (8) Given the reactants [C:1]([O-:5])(=[O:4])[CH:2]=[CH2:3].[C:6]([O-:11])(=[O:10])[C:7]([CH3:9])=[CH2:8].[OH:12][CH2:13][CH:14]([CH2:16][OH:17])O, predict the reaction product. The product is: [C:1]([O-:5])(=[O:4])[CH:2]=[CH2:3].[C:6]([O-:11])(=[O:10])[C:7]([CH3:9])=[CH2:8].[CH2:1]([C:14]([CH2:13][OH:12])([CH2:16][OH:17])[CH3:6])[OH:4]. (9) Given the reactants [S-:1][C:2]#[N:3].[Na+].BrBr.[CH3:7][C:8]1[CH:14]=[CH:13][CH:12]=[C:11]([O:15][C:16]2[CH:21]=[CH:20][C:19]([S:22]([CH3:25])(=[O:24])=[O:23])=[CH:18][CH:17]=2)[C:9]=1[NH2:10], predict the reaction product. The product is: [CH3:7][C:8]1[CH:14]=[C:13]([S:1][C:2]#[N:3])[CH:12]=[C:11]([O:15][C:16]2[CH:21]=[CH:20][C:19]([S:22]([CH3:25])(=[O:24])=[O:23])=[CH:18][CH:17]=2)[C:9]=1[NH2:10].